This data is from Catalyst prediction with 721,799 reactions and 888 catalyst types from USPTO. The task is: Predict which catalyst facilitates the given reaction. The catalyst class is: 268. Reactant: C1(NC2CCCCC2)CCCCC1.[C:14]([O:17][C:18]1[CH:26]=[CH:25][C:21]([C:22](O)=[O:23])=[CH:20][CH:19]=1)(=[O:16])[CH3:15].S(Cl)([Cl:29])=O. Product: [C:14]([O:17][C:18]1[CH:26]=[CH:25][C:21]([C:22]([Cl:29])=[O:23])=[CH:20][CH:19]=1)(=[O:16])[CH3:15].